From a dataset of Peptide-MHC class I binding affinity with 185,985 pairs from IEDB/IMGT. Regression. Given a peptide amino acid sequence and an MHC pseudo amino acid sequence, predict their binding affinity value. This is MHC class I binding data. The peptide sequence is AVRQFRASV. The MHC is HLA-B39:01 with pseudo-sequence HLA-B39:01. The binding affinity (normalized) is 0.0847.